The task is: Predict the reactants needed to synthesize the given product.. This data is from Full USPTO retrosynthesis dataset with 1.9M reactions from patents (1976-2016). (1) Given the product [CH:1]1([C:14]2[C:18]([NH:19][C:20](=[O:26])[O:21][C:22]([CH3:25])([CH3:24])[CH3:23])=[CH:17][N:16]([C:27]3[CH:28]=[N:29][CH:30]=[C:31]([F:33])[CH:32]=3)[N:15]=2)[CH2:3][CH2:2]1.[F:33][C:31]1[CH:32]=[C:27]([N:16]2[CH:17]=[C:18]([NH:19][C:20](=[O:26])[O:21][C:22]([CH3:24])([CH3:23])[CH3:25])[CH:14]=[N:15]2)[CH:28]=[N:29][CH:30]=1, predict the reactants needed to synthesize it. The reactants are: [CH:1]1(B2OC(C)(C)C(C)(C)O2)[CH2:3][CH2:2]1.Br[C:14]1[C:18]([NH:19][C:20](=[O:26])[O:21][C:22]([CH3:25])([CH3:24])[CH3:23])=[CH:17][N:16]([C:27]2[CH:28]=[N:29][CH:30]=[C:31]([F:33])[CH:32]=2)[N:15]=1.C(O)C.C(=O)([O-])[O-].[K+].[K+]. (2) The reactants are: Cl[CH2:2][CH2:3][NH:4][C@:5]12[CH2:40][CH2:39][C@@H:38]([C:41]([CH3:43])=[CH2:42])[C@@H:6]1[C@@H:7]1[C@@:20]([CH3:23])([CH2:21][CH2:22]2)[C@@:19]2([CH3:24])[C@@H:10]([C@:11]3([CH3:37])[C@@H:16]([CH2:17][CH2:18]2)[C:15]([CH3:26])([CH3:25])[C:14]([C:27]2[CH:36]=[CH:35][C:30]([C:31]([O:33][CH3:34])=[O:32])=[CH:29][CH:28]=2)=[CH:13][CH2:12]3)[CH2:9][CH2:8]1.[C@@H:44]12[NH:52][C@@H:48]([CH2:49][CH2:50][CH2:51]1)[CH2:47][O:46][CH2:45]2.CCN(C(C)C)C(C)C. Given the product [C@@H:48]12[N:52]([CH2:2][CH2:3][NH:4][C@:5]34[CH2:40][CH2:39][C@@H:38]([C:41]([CH3:43])=[CH2:42])[C@@H:6]3[C@@H:7]3[C@@:20]([CH3:23])([CH2:21][CH2:22]4)[C@@:19]4([CH3:24])[C@@H:10]([C@:11]5([CH3:37])[C@@H:16]([CH2:17][CH2:18]4)[C:15]([CH3:26])([CH3:25])[C:14]([C:27]4[CH:36]=[CH:35][C:30]([C:31]([O:33][CH3:34])=[O:32])=[CH:29][CH:28]=4)=[CH:13][CH2:12]5)[CH2:9][CH2:8]3)[C@@H:44]([CH2:51][CH2:50][CH2:49]1)[CH2:45][O:46][CH2:47]2, predict the reactants needed to synthesize it. (3) Given the product [C:2]([C@@H:5]([NH:28][C:29](=[O:38])[O:30][CH2:31][C:32]1[CH:37]=[CH:36][CH:35]=[CH:34][CH:33]=1)[CH2:6][C@H:7]1[CH2:18][CH2:17][C:16]2[S:15][C:14]3[N:13]=[CH:12][N:11]=[C:10]([O:19][CH:20]4[CH2:21][CH2:22][CH:23]([N:26]([CH3:42])[CH3:27])[CH2:24][CH2:25]4)[C:9]=3[C:8]1=2)(=[O:4])[NH2:3], predict the reactants needed to synthesize it. The reactants are: Cl.[C:2]([C@@H:5]([NH:28][C:29](=[O:38])[O:30][CH2:31][C:32]1[CH:37]=[CH:36][CH:35]=[CH:34][CH:33]=1)[CH2:6][C@H:7]1[CH2:18][CH2:17][C:16]2[S:15][C:14]3[N:13]=[CH:12][N:11]=[C:10]([O:19][CH:20]4[CH2:25][CH2:24][CH:23]([NH:26][CH3:27])[CH2:22][CH2:21]4)[C:9]=3[C:8]1=2)(=[O:4])[NH2:3].C=O.[BH3-][C:42]#N.[Na+]. (4) The reactants are: [CH:1]1([C:7]2[CH:12]=[CH:11][C:10]([O:13]C)=[CH:9][C:8]=2[CH:15]([CH3:17])[CH3:16])[CH2:6][CH2:5][CH2:4][CH2:3][CH2:2]1.B(Br)(Br)Br. Given the product [CH:1]1([C:7]2[CH:12]=[CH:11][C:10]([OH:13])=[CH:9][C:8]=2[CH:15]([CH3:17])[CH3:16])[CH2:2][CH2:3][CH2:4][CH2:5][CH2:6]1, predict the reactants needed to synthesize it. (5) Given the product [Cl:27][C:21]1[C:22]([Cl:26])=[CH:23][CH:24]=[CH:25][C:20]=1[S:17]([NH:16][C:13]1[C:12]([O:28][CH3:29])=[N:11][C:10]([S:9][CH2:8][CH2:7][NH:6][C:4]([NH:3][CH2:1][CH3:2])=[O:5])=[CH:15][N:14]=1)(=[O:18])=[O:19], predict the reactants needed to synthesize it. The reactants are: [CH2:1]([N:3]=[C:4]=[O:5])[CH3:2].[NH2:6][CH2:7][CH2:8][S:9][C:10]1[N:11]=[C:12]([O:28][CH3:29])[C:13]([NH:16][S:17]([C:20]2[CH:25]=[CH:24][CH:23]=[C:22]([Cl:26])[C:21]=2[Cl:27])(=[O:19])=[O:18])=[N:14][CH:15]=1. (6) Given the product [I:1][C:2]1[CH:7]=[CH:6][C:5]([N:12]2[CH:13]=[CH:14][CH:15]=[CH:16][C:11]2=[O:10])=[CH:4][C:3]=1[F:9], predict the reactants needed to synthesize it. The reactants are: [I:1][C:2]1[CH:7]=[CH:6][C:5](I)=[CH:4][C:3]=1[F:9].[OH:10][C:11]1[CH:16]=[CH:15][CH:14]=[CH:13][N:12]=1.OC1C=CC=C2C=1N=CC=C2.C([O-])([O-])=O.[K+].[K+]. (7) The reactants are: [O:1]=[S:2]1(=[O:22])[C@H:7]([CH2:8][CH2:9][CH2:10]O)[O:6][C:5]2[CH:12]=[CH:13][CH:14]=[CH:15][C:4]=2[N:3]1[C:16]1[CH:21]=[CH:20][CH:19]=[CH:18][CH:17]=1.C1(C)C=CC(S([Cl:32])(=O)=O)=CC=1.[CH3:34][NH2:35].Cl. Given the product [ClH:32].[O:1]=[S:2]1(=[O:22])[C@H:7]([CH2:8][CH2:9][CH2:10][NH:35][CH3:34])[O:6][C:5]2[CH:12]=[CH:13][CH:14]=[CH:15][C:4]=2[N:3]1[C:16]1[CH:21]=[CH:20][CH:19]=[CH:18][CH:17]=1, predict the reactants needed to synthesize it. (8) Given the product [N:24]1[CH:23]=[C:22]([C:11]2[CH:19]=[CH:18][CH:17]=[C:16]3[C:12]=2[CH:13]=[CH:14][NH:15]3)[CH:27]=[N:26][CH:25]=1, predict the reactants needed to synthesize it. The reactants are: [OH-].[Na+].CC1(C)C(C)(C)OB([C:11]2[CH:19]=[CH:18][CH:17]=[C:16]3[C:12]=2[CH:13]=[CH:14][NH:15]3)O1.Br[C:22]1[CH:23]=[N:24][CH:25]=[N:26][CH:27]=1. (9) Given the product [C:23]1([C:15]2[CH:16]=[CH:17][CH:22]=[CH:21][CH:20]=2)[CH:24]=[CH:25][CH:26]=[CH:27][CH:28]=1.[C:61]([C:60](=[P:58]([C:52]1[CH:57]=[CH:56][CH:55]=[CH:54][CH:53]=1)=[O:59])[C:36]([C:33]1([NH:32][C:31]([NH:30][C@@:15]([C:4]2[CH:5]=[C:6]([O:8][C:9]([F:13])([F:14])[CH:10]([F:11])[F:12])[CH:7]=[C:2]([F:1])[CH:3]=2)([C:23]2[CH:24]=[CH:25][C:26]([F:29])=[CH:27][CH:28]=2)[CH2:16][C:17]2[CH:18]=[CH:19][CH:20]=[CH:21][CH:22]=2)=[O:39])[CH2:34][CH2:35]1)=[O:38])#[N:62], predict the reactants needed to synthesize it. The reactants are: [F:1][C:2]1[CH:3]=[C:4]([C@:15]([NH:30][C:31](=[O:39])[NH:32][C:33]2([C:36]([OH:38])=O)[CH2:35][CH2:34]2)([C:23]2[CH:28]=[CH:27][C:26]([F:29])=[CH:25][CH:24]=2)[CH2:16][C:17]2[CH:22]=[CH:21][CH:20]=[CH:19][CH:18]=2)[CH:5]=[C:6]([O:8][C:9]([F:14])([F:13])[CH:10]([F:12])[F:11])[CH:7]=1.C1(C2C=CC=CC=2)C=CC=CC=1.[C:52]1([P:58](=[CH:60][C:61]#[N:62])=[O:59])[CH:57]=[CH:56][CH:55]=[CH:54][CH:53]=1.CCN=C=NCCCN(C)C.